Dataset: Forward reaction prediction with 1.9M reactions from USPTO patents (1976-2016). Task: Predict the product of the given reaction. (1) Given the reactants [O:1]=[C:2]1[CH2:7][CH2:6][N:5]([C:8]([O:10][C:11]([CH3:14])([CH3:13])[CH3:12])=[O:9])[CH2:4][CH:3]1[C:15]([O:17][CH2:18][CH3:19])=[O:16].CC(O[CH:25](N(C)C)[N:26]([CH3:28])[CH3:27])(C)C, predict the reaction product. The product is: [CH3:25][N:26]([CH:28]=[C:7]1[CH2:6][N:5]([C:8]([O:10][C:11]([CH3:12])([CH3:13])[CH3:14])=[O:9])[CH2:4][CH:3]([C:15]([O:17][CH2:18][CH3:19])=[O:16])[C:2]1=[O:1])[CH3:27]. (2) Given the reactants [CH:1]([C:3]1[CH:8]=[CH:7][CH:6]=[C:5]([CH:9]=O)[N:4]=1)=O.[NH2:11][C:12]1[C:21]2[C:16](=[CH:17][CH:18]=[CH:19][CH:20]=2)[CH:15]=[CH:14][C:13]=1[CH3:22].[C:23](O)(=O)[CH3:24], predict the reaction product. The product is: [CH3:22][C:13]1[CH:14]=[CH:15][C:16]2[C:21](=[CH:20][CH:19]=[CH:18][CH:17]=2)[C:12]=1[N:11]=[CH:1][C:3]1[CH:8]=[CH:7][CH:6]=[C:5]([CH:9]=[N:11][C:12]2[C:21]3[C:16](=[CH:17][CH:18]=[CH:19][CH:20]=3)[CH:15]=[CH:14][C:23]=2[CH3:24])[N:4]=1. (3) Given the reactants [NH2:1][CH2:2][C:3]1[C:8](=[O:9])[N:7]2[NH:10][CH2:11][CH2:12][C:6]2=[CH:5][C:4]=1[CH2:13][CH2:14][N:15]([CH3:17])[CH3:16].[Cl:18][C:19]1[CH:20]=[C:21]([N:29]([C@H:32]2[CH2:37][CH2:36][C@H:35]([N:38]([CH3:40])[CH3:39])[CH2:34][CH2:33]2)[CH2:30][CH3:31])[C:22]([CH3:28])=[C:23]([CH:27]=1)[C:24](O)=[O:25].C(N(CC)CC)C.C1CN([P+](ON2N=NC3C=CC=CC2=3)(N2CCCC2)N2CCCC2)CC1.F[P-](F)(F)(F)(F)F, predict the reaction product. The product is: [Cl:18][C:19]1[CH:20]=[C:21]([N:29]([C@H:32]2[CH2:33][CH2:34][C@H:35]([N:38]([CH3:40])[CH3:39])[CH2:36][CH2:37]2)[CH2:30][CH3:31])[C:22]([CH3:28])=[C:23]([CH:27]=1)[C:24]([NH:1][CH2:2][C:3]1[C:8](=[O:9])[N:7]2[NH:10][CH2:11][CH2:12][C:6]2=[CH:5][C:4]=1[CH2:13][CH2:14][N:15]([CH3:16])[CH3:17])=[O:25]. (4) The product is: [C:14]([O:18][C:19]([NH:1][C:4]1[CH:9]=[CH:8][C:7]([CH2:10][C:11]([OH:13])=[O:12])=[CH:6][CH:5]=1)=[O:20])([CH3:17])([CH3:16])[CH3:15]. Given the reactants [N+:1]([C:4]1[CH:9]=[CH:8][C:7]([CH2:10][C:11]([OH:13])=[O:12])=[CH:6][CH:5]=1)([O-])=O.[C:14]([O:18][C:19](O[C:19]([O:18][C:14]([CH3:17])([CH3:16])[CH3:15])=[O:20])=[O:20])([CH3:17])([CH3:16])[CH3:15], predict the reaction product. (5) Given the reactants [CH3:1][O:2][C:3]1[CH:8]=[CH:7][C:6]([C@H:9]([OH:16])[C@@H:10]([N+:13]([O-])=O)[CH2:11][CH3:12])=[CH:5][CH:4]=1, predict the reaction product. The product is: [NH2:13][C@@H:10]([CH2:11][CH3:12])[C@H:9]([C:6]1[CH:7]=[CH:8][C:3]([O:2][CH3:1])=[CH:4][CH:5]=1)[OH:16].